Predict which catalyst facilitates the given reaction. From a dataset of Catalyst prediction with 721,799 reactions and 888 catalyst types from USPTO. (1) The catalyst class is: 1. Product: [S:14]1[C:13]([CH:22]([C:18]2[O:19][C:20]([CH3:21])=[C:16]([CH3:15])[CH:17]=2)[OH:23])=[CH:12][C:10]2[CH:11]=[CH:6][CH:7]=[CH:8][C:9]1=2. Reactant: C([Li])CCC.[CH:6]1[CH:7]=[CH:8][C:9]2[S:14][CH:13]=[CH:12][C:10]=2[CH:11]=1.[CH3:15][C:16]1[CH:17]=[C:18]([CH:22]=[O:23])[O:19][C:20]=1[CH3:21]. (2) The catalyst class is: 238. Reactant: [I:1][C:2]1[CH:3]=[C:4]([C:8]2[C:12]3[CH:13]=[CH:14][C:15]([OH:18])=[C:16]([OH:17])[C:11]=3[O:10][N:9]=2)[CH:5]=[CH:6][CH:7]=1.[F-].[K+].[CH3:21]N(C=O)C.BrCBr. Product: [I:1][C:2]1[CH:3]=[C:4]([C:8]2[C:12]3[CH:13]=[CH:14][C:15]4[O:18][CH2:21][O:17][C:16]=4[C:11]=3[O:10][N:9]=2)[CH:5]=[CH:6][CH:7]=1. (3) Reactant: [ClH:1].[NH2:2][CH2:3][C:4]([O:6][CH2:7][CH3:8])=[O:5].[I:9][C:10]1[CH:17]=[CH:16][C:13]([CH2:14]Br)=[CH:12][CH:11]=1.C([O-])([O-])=O.[K+].[K+].Cl. Product: [ClH:1].[I:9][C:10]1[CH:17]=[CH:16][C:13]([CH2:14][NH:2][CH2:3][C:4]([O:6][CH2:7][CH3:8])=[O:5])=[CH:12][CH:11]=1. The catalyst class is: 18. (4) Reactant: Cl[C:2]1[CH:11]=[CH:10][C:9]2[C:4](=[CH:5][CH:6]=[C:7]([C:12]#[N:13])[CH:8]=2)[N:3]=1.CC1(C)C2C(=C(P(C3C=CC=CC=3)C3C=CC=CC=3)C=CC=2)OC2C(P(C3C=CC=CC=3)C3C=CC=CC=3)=CC=CC1=2.C(=O)([O-])[O-].[Cs+].[Cs+].[O:62]=[C:63]1[NH:68][CH2:67][CH2:66][N:65]([C:69]([O:71][C:72]([CH3:75])([CH3:74])[CH3:73])=[O:70])[CH2:64]1. Product: [C:12]([C:7]1[CH:8]=[C:9]2[C:4](=[CH:5][CH:6]=1)[N:3]=[C:2]([N:68]1[CH2:67][CH2:66][N:65]([C:69]([O:71][C:72]([CH3:74])([CH3:73])[CH3:75])=[O:70])[CH2:64][C:63]1=[O:62])[CH:11]=[CH:10]2)#[N:13]. The catalyst class is: 110. (5) Reactant: [C:1]1([C:7]2([C:29]3[CH:34]=[CH:33][CH:32]=[CH:31][CH:30]=3)[CH2:15][C:14]3[N:13](COCC[Si](C)(C)C)[N:12]=[C:11]([C:24]4[CH:28]=[CH:27][S:26][CH:25]=4)[C:10]=3[CH:9]=[CH:8]2)[CH:6]=[CH:5][CH:4]=[CH:3][CH:2]=1.C1(C2(C3C=CC=CC=3)CC3NN(COCC[Si](C)(C)C)C(C4C=CSC=4)C=3C=C2)C=CC=CC=1.Cl. Product: [C:29]1([C:7]2([C:1]3[CH:6]=[CH:5][CH:4]=[CH:3][CH:2]=3)[CH2:15][C:14]3[NH:13][N:12]=[C:11]([C:24]4[CH:28]=[CH:27][S:26][CH:25]=4)[C:10]=3[CH:9]=[CH:8]2)[CH:30]=[CH:31][CH:32]=[CH:33][CH:34]=1. The catalyst class is: 8. (6) Reactant: [H-].[Na+].[OH:3][C:4]1[CH:12]=[C:11]2[C:7]([CH:8]=[CH:9][NH:10]2)=[CH:6][CH:5]=1.Cl[C:14]1[CH:19]=[CH:18][C:17]([N+:20]([O-:22])=[O:21])=[CH:16][N:15]=1.O. Product: [N+:20]([C:17]1[CH:18]=[CH:19][C:14]([O:3][C:4]2[CH:12]=[C:11]3[C:7]([CH:8]=[CH:9][NH:10]3)=[CH:6][CH:5]=2)=[N:15][CH:16]=1)([O-:22])=[O:21]. The catalyst class is: 37. (7) Product: [F:1][C:2]1[CH:3]=[C:4]([O:11][CH3:12])[CH:5]=[CH:6][C:7]=1[NH2:8]. Reactant: [F:1][C:2]1[CH:3]=[C:4]([O:11][CH3:12])[CH:5]=[CH:6][C:7]=1[N+:8]([O-])=O. The catalyst class is: 8. (8) Reactant: C(OC([N:8]1[CH2:11][CH:10]([NH:12][C:13](=[O:29])[CH2:14][NH:15][C:16]2[C:20]3[CH:21]=[C:22]([C:25]([F:28])([F:27])[F:26])[CH:23]=[CH:24][C:19]=3[O:18][N:17]=2)[CH2:9]1)=O)(C)(C)C.[C:30]([OH:36])([C:32]([F:35])([F:34])[F:33])=[O:31]. The catalyst class is: 2. Product: [OH:36][C:30]([C:32]([F:35])([F:34])[F:33])=[O:31].[NH:8]1[CH2:11][CH:10]([NH:12][C:13](=[O:29])[CH2:14][NH:15][C:16]2[C:20]3[CH:21]=[C:22]([C:25]([F:26])([F:28])[F:27])[CH:23]=[CH:24][C:19]=3[O:18][N:17]=2)[CH2:9]1.